From a dataset of Catalyst prediction with 721,799 reactions and 888 catalyst types from USPTO. Predict which catalyst facilitates the given reaction. Reactant: [OH:1][CH2:2][CH:3]1[CH:8]([N:9]2[C:17](=[O:18])[C:16]3[C:11](=[CH:12][CH:13]=[CH:14][CH:15]=3)[C:10]2=[O:19])[CH2:7][CH:6]2[CH2:20][CH:4]1[C:5]2([CH3:22])[CH3:21].[Cr](Cl)([O-])(=O)=O.[NH+]1C=CC=CC=1. Product: [O:19]=[C:10]1[C:11]2[C:16](=[CH:15][CH:14]=[CH:13][CH:12]=2)[C:17](=[O:18])[N:9]1[CH:8]1[CH2:7][CH:6]2[CH2:20][CH:4]([C:5]2([CH3:21])[CH3:22])[CH:3]1[CH:2]=[O:1]. The catalyst class is: 4.